Dataset: Forward reaction prediction with 1.9M reactions from USPTO patents (1976-2016). Task: Predict the product of the given reaction. (1) Given the reactants [CH3:1][C@@H:2]([O:10][C:11]([C:13]1[CH:18]=[CH:17][C:16]([C:19]2[CH:24]=[CH:23][C:22]([O:25]C(=O)C)=[CH:21][CH:20]=2)=[CH:15][CH:14]=1)=[O:12])[CH2:3][CH2:4][CH2:5][CH2:6][CH2:7][CH2:8][CH3:9].C1(C)C=CC=CC=1.CN, predict the reaction product. The product is: [CH3:1][C@@H:2]([O:10][C:11]([C:13]1[CH:14]=[CH:15][C:16]([C:19]2[CH:20]=[CH:21][C:22]([OH:25])=[CH:23][CH:24]=2)=[CH:17][CH:18]=1)=[O:12])[CH2:3][CH2:4][CH2:5][CH2:6][CH2:7][CH2:8][CH3:9]. (2) Given the reactants Cl[C:2]1[N:7]=[CH:6][N:5]=[C:4]([NH:8][C:9]2[CH:14]=[CH:13][C:12]([N:15]3[CH:19]=[C:18]([CH3:20])[N:17]=[CH:16]3)=[C:11]([O:21][CH3:22])[CH:10]=2)[N:3]=1.[Cl:23][C:24]1[CH:31]=[CH:30][C:27]([NH:28][CH3:29])=[CH:26][CH:25]=1, predict the reaction product. The product is: [Cl:23][C:24]1[CH:31]=[CH:30][C:27]([N:28]([CH3:29])[C:2]2[N:3]=[C:4]([NH:8][C:9]3[CH:14]=[CH:13][C:12]([N:15]4[CH:19]=[C:18]([CH3:20])[N:17]=[CH:16]4)=[C:11]([O:21][CH3:22])[CH:10]=3)[N:5]=[CH:6][N:7]=2)=[CH:26][CH:25]=1.